From a dataset of Catalyst prediction with 721,799 reactions and 888 catalyst types from USPTO. Predict which catalyst facilitates the given reaction. (1) Reactant: [NH2:1][C:2]1[CH:3]=[C:4](/[C:8](/[C:12]2[N:13]=[CH:14][N:15]([S:17]([N:20]([CH3:22])[CH3:21])(=[O:19])=[O:18])[CH:16]=2)=[CH:9]/[O:10][CH3:11])[CH:5]=[CH:6][CH:7]=1.N1C=CC=CC=1.[CH2:29]([S:31](Cl)(=[O:33])=[O:32])[CH3:30].Cl. Product: [CH2:29]([S:31]([NH:1][C:2]1[CH:3]=[C:4](/[C:8](/[C:12]2[N:13]=[CH:14][N:15]([S:17]([N:20]([CH3:22])[CH3:21])(=[O:18])=[O:19])[CH:16]=2)=[CH:9]/[O:10][CH3:11])[CH:5]=[CH:6][CH:7]=1)(=[O:33])=[O:32])[CH3:30]. The catalyst class is: 4. (2) Reactant: [NH2:1][C:2]1[NH:6][N:5]=[CH:4][C:3]=1[C:7]#[N:8].CN(C)[CH:11]=[CH:12][C:13]([C:15]1[CH:16]=[CH:17][C:18]([F:27])=[C:19]([N:21]([CH3:26])[S:22]([CH3:25])(=[O:24])=[O:23])[CH:20]=1)=O.C(OCC)(=O)C. Product: [F:27][C:18]1[CH:17]=[CH:16][C:15]([C:13]2[N:6]3[N:5]=[CH:4][C:3]([C:7]#[N:8])=[C:2]3[N:1]=[CH:11][CH:12]=2)=[CH:20][C:19]=1[N:21]([CH3:26])[S:22]([CH3:25])(=[O:24])=[O:23]. The catalyst class is: 15. (3) Reactant: [H-].[Na+].[CH3:3][N:4]1[C:8]2[CH:9]=[C:10]3[C:15](=[CH:16][C:7]=2[N:6]([CH3:23])[C:5]1=[O:24])[C:14](=[O:17])[CH:13]([C:18]([O:20][CH2:21][CH3:22])=[O:19])[CH2:12][CH2:11]3.Br[CH2:26][CH2:27][CH2:28][Cl:29]. Product: [Cl:29][CH2:28][CH2:27][CH2:26][C:13]1([C:18]([O:20][CH2:21][CH3:22])=[O:19])[CH2:12][CH2:11][C:10]2[C:15](=[CH:16][C:7]3[N:6]([CH3:23])[C:5](=[O:24])[N:4]([CH3:3])[C:8]=3[CH:9]=2)[C:14]1=[O:17]. The catalyst class is: 6. (4) Reactant: [Cl:1][C:2]1[C:3]([F:31])=[C:4]([CH:8]2[C:12]([C:15]3[CH:20]=[CH:19][C:18]([Cl:21])=[CH:17][C:16]=3[F:22])([C:13]#[N:14])[CH:11]([CH2:23][C:24]([CH3:27])([CH3:26])[CH3:25])[NH:10][CH:9]2[C:28]([OH:30])=O)[CH:5]=[CH:6][CH:7]=1.[C:32]([O:36][C:37]([N:39]1[CH2:44][CH2:43][C:42]([CH2:46][N:47]2[CH:51]=[CH:50][C:49]([NH2:52])=[N:48]2)([OH:45])[CH2:41][CH2:40]1)=[O:38])([CH3:35])([CH3:34])[CH3:33].CCN(C(C)C)C(C)C. Product: [C:32]([O:36][C:37]([N:39]1[CH2:40][CH2:41][C:42]([CH2:46][N:47]2[CH:51]=[CH:50][C:49]([NH:52][C:28]([C@H:9]3[C@H:8]([C:4]4[CH:5]=[CH:6][CH:7]=[C:2]([Cl:1])[C:3]=4[F:31])[C@:12]([C:15]4[CH:20]=[CH:19][C:18]([Cl:21])=[CH:17][C:16]=4[F:22])([C:13]#[N:14])[C@H:11]([CH2:23][C:24]([CH3:26])([CH3:25])[CH3:27])[NH:10]3)=[O:30])=[N:48]2)([OH:45])[CH2:43][CH2:44]1)=[O:38])([CH3:35])([CH3:33])[CH3:34]. The catalyst class is: 2. (5) Reactant: [CH2:1]([C:5]([CH2:10][CH:11]([CH3:13])[CH3:12])([CH2:8][OH:9])[CH2:6][OH:7])[CH:2]([CH3:4])[CH3:3].[O:14]1[CH2:18][CH2:17][CH2:16][CH2:15]1.N1C=C[CH:22]=[CH:21][CH:20]=1.[C:25](Cl)(=[O:32])[C:26]1[CH:31]=[CH:30][CH:29]=[CH:28][CH:27]=1. Product: [C:18]([O:9][CH2:8][C:5]([CH2:10][CH:11]([CH3:13])[CH3:12])([CH2:1][CH:2]([CH3:4])[CH3:3])[CH2:6][O:7][C:25](=[O:32])[C:26]1[CH:31]=[CH:30][CH:29]=[CH:28][CH:27]=1)(=[O:14])[C:17]1[CH:22]=[CH:21][CH:20]=[CH:15][CH:16]=1. The catalyst class is: 6. (6) Reactant: Cl[C:2]1[CH:18]=[CH:17][C:5]([C:6]([N:8]([C:10]2[CH:15]=[CH:14][C:13]([F:16])=[CH:12][CH:11]=2)[CH3:9])=[O:7])=[CH:4][N:3]=1.[SH2:19].[Na]. Product: [F:16][C:13]1[CH:14]=[CH:15][C:10]([N:8]([CH3:9])[C:6](=[O:7])[C:5]2[CH:17]=[CH:18][C:2]([SH:19])=[N:3][CH:4]=2)=[CH:11][CH:12]=1. The catalyst class is: 39. (7) Reactant: N[C:2]1[N:7]=[C:6]([C:8]2[CH:13]=[CH:12][CH:11]=[CH:10][N:9]=2)[CH:5]=[CH:4][N:3]=1.[N+]([O-])([O-])=[O:15].[Na+].[OH-].[Na+]. Product: [N:9]1[CH:10]=[CH:11][CH:12]=[CH:13][C:8]=1[C:6]1[CH:5]=[CH:4][NH:3][C:2](=[O:15])[N:7]=1. The catalyst class is: 65.